Predict which catalyst facilitates the given reaction. From a dataset of Catalyst prediction with 721,799 reactions and 888 catalyst types from USPTO. (1) Reactant: [CH3:1][O:2][C:3]1[CH:8]=[CH:7][C:6](O)=[CH:5][CH:4]=1.C1C=CC(P(C2C=CC=CC=2)C2C=CC=CC=2)=CC=1.CCOC(/N=N/C(OCC)=O)=O.[Cl:41][C:42]1[CH:57]=[CH:56][C:45]([CH2:46][N:47]2[CH:52]=[C:51]([CH2:53][OH:54])[CH:50]=[CH:49][C:48]2=[O:55])=[CH:44][CH:43]=1. Product: [Cl:41][C:42]1[CH:43]=[CH:44][C:45]([CH2:46][N:47]2[CH:52]=[C:51]([CH2:53][O:54][C:6]3[CH:7]=[CH:8][C:3]([O:2][CH3:1])=[CH:4][CH:5]=3)[CH:50]=[CH:49][C:48]2=[O:55])=[CH:56][CH:57]=1. The catalyst class is: 1. (2) Reactant: [CH3:1][O:2][C:3]1[CH:8]=[C:7]([CH2:9][O:10][CH3:11])[CH:6]=[C:5]([O:12][CH3:13])[C:4]=1[C:14]1[N:15]2[N:21]=[C:20]([O:22][CH3:23])[C:19]([N:24]([CH2:31][CH2:32][CH3:33])[CH:25]3[CH2:30][CH2:29][O:28][CH2:27][CH2:26]3)=[C:16]2[S:17][CH:18]=1.C(OCC)(=O)C.[ClH:40]. The catalyst class is: 27. Product: [ClH:40].[CH3:13][O:12][C:5]1[CH:6]=[C:7]([CH2:9][O:10][CH3:11])[CH:8]=[C:3]([O:2][CH3:1])[C:4]=1[C:14]1[N:15]2[N:21]=[C:20]([O:22][CH3:23])[C:19]([N:24]([CH2:31][CH2:32][CH3:33])[CH:25]3[CH2:30][CH2:29][O:28][CH2:27][CH2:26]3)=[C:16]2[S:17][CH:18]=1. (3) Reactant: CN(CCN(C)C)C.COC1N=C(C)C(OCOC)=CC=1.[Li]CCCC.[CH3:27][O:28][C:29]1[N:34]=[C:33]([CH3:35])[C:32]([O:36]COC)=[C:31]([CH:40]=[O:41])[CH:30]=1. Product: [OH:36][C:32]1[C:33]([CH3:35])=[N:34][C:29]([O:28][CH3:27])=[CH:30][C:31]=1[CH:40]=[O:41]. The catalyst class is: 3. (4) Reactant: Br[C:2]1[CH:16]=[CH:15][C:5]([CH2:6][O:7][Si:8]([C:11]([CH3:14])([CH3:13])[CH3:12])([CH3:10])[CH3:9])=[CH:4][CH:3]=1.[F:17][C:18]([F:25])([F:24])[C@@H:19]1[CH2:23][CH2:22][CH2:21][NH:20]1.CC(C)([O-])C.[Na+].C(OCC)(=O)C. Product: [Si:8]([O:7][CH2:6][C:5]1[CH:15]=[CH:16][C:2]([N:20]2[CH2:21][CH2:22][CH2:23][C@H:19]2[C:18]([F:25])([F:24])[F:17])=[CH:3][CH:4]=1)([C:11]([CH3:14])([CH3:13])[CH3:12])([CH3:10])[CH3:9]. The catalyst class is: 57. (5) Reactant: [C:1](=O)([O-])[O-].[Cs+].[Cs+].[CH3:7][O:8][C:9]1[N:10]=[C:11]2[C:20](=[CH:21][CH:22]=1)[N:19]=[CH:18][C:17]1[O:16][CH2:15][CH:14]([C@H:23]3[CH2:28][CH2:27][C@H:26]([N:29]4[C:37](=[O:38])[C:36]5[C:31](=[CH:32][CH:33]=[CH:34][CH:35]=5)[C:30]4=[O:39])[CH2:25][CH2:24]3)[NH:13][C:12]2=1.IC. Product: [CH3:7][O:8][C:9]1[N:10]=[C:11]2[C:20](=[CH:21][CH:22]=1)[N:19]=[CH:18][C:17]1[O:16][CH2:15][CH:14]([C@H:23]3[CH2:24][CH2:25][C@H:26]([N:29]4[C:30](=[O:39])[C:31]5[C:36](=[CH:35][CH:34]=[CH:33][CH:32]=5)[C:37]4=[O:38])[CH2:27][CH2:28]3)[N:13]([CH3:1])[C:12]2=1. The catalyst class is: 9. (6) Reactant: C[O:2][C:3](=[O:28])[CH2:4][CH2:5][N:6]1[CH2:11][CH2:10][CH2:9][CH2:8][C@H:7]1[CH2:12][O:13][C:14]1[CH:19]=[CH:18][C:17]([O:20][C:21]2[CH:26]=[CH:25][C:24]([Cl:27])=[CH:23][CH:22]=2)=[CH:16][CH:15]=1.Cl. Product: [ClH:27].[Cl:27][C:24]1[CH:25]=[CH:26][C:21]([O:20][C:17]2[CH:16]=[CH:15][C:14]([O:13][CH2:12][C@@H:7]3[CH2:8][CH2:9][CH2:10][CH2:11][N:6]3[CH2:5][CH2:4][C:3]([OH:28])=[O:2])=[CH:19][CH:18]=2)=[CH:22][CH:23]=1. The catalyst class is: 12. (7) Reactant: [Cl:1][C:2]1[CH:7]=[CH:6][C:5]([C:8]([C:11]2[N:15]([C:16]3[CH:21]=[CH:20][C:19]([F:22])=[CH:18][CH:17]=3)[C:14]([S:23][CH2:24][C:25]3[C:30]([F:31])=[CH:29][C:28]([C:32]#[C:33][CH2:34][N:35]([CH3:37])[CH3:36])=[CH:27][C:26]=3[F:38])=[N:13][CH:12]=2)([CH3:10])[CH3:9])=[CH:4][C:3]=1[O:39][CH3:40].[C:41]1([CH3:52])[CH:46]=[CH:45][C:44]([S:47]([O:50]C)(=[O:49])=[O:48])=[CH:43][CH:42]=1. Product: [CH3:52][C:41]1[CH:42]=[CH:43][C:44]([S:47]([O-:50])(=[O:49])=[O:48])=[CH:45][CH:46]=1.[Cl:1][C:2]1[CH:7]=[CH:6][C:5]([C:8]([C:11]2[N:15]([C:16]3[CH:21]=[CH:20][C:19]([F:22])=[CH:18][CH:17]=3)[C:14]([S:23][CH2:24][C:25]3[C:26]([F:38])=[CH:27][C:28]([C:32]#[C:33][CH2:34][N+:35]([CH3:41])([CH3:36])[CH3:37])=[CH:29][C:30]=3[F:31])=[N:13][CH:12]=2)([CH3:9])[CH3:10])=[CH:4][C:3]=1[O:39][CH3:40]. The catalyst class is: 28. (8) The catalyst class is: 4. Reactant: [CH2:1]1[CH2:6][CH2:5][C:4]([CH2:11][NH2:12])([CH2:7][C:8]([OH:10])=[O:9])[CH2:3][CH2:2]1.C(N(CC)CC)C.C[Si](C)(C)Cl.[CH3:25][CH:26]([CH:28]([Cl:33])[O:29][C:30](Cl)=[O:31])[CH3:27]. Product: [Cl:33][CH:28]([O:29][C:30]([NH:12][CH2:11][C:4]1([CH2:7][C:8]([OH:10])=[O:9])[CH2:3][CH2:2][CH2:1][CH2:6][CH2:5]1)=[O:31])[CH:26]([CH3:27])[CH3:25].